Dataset: NCI-60 drug combinations with 297,098 pairs across 59 cell lines. Task: Regression. Given two drug SMILES strings and cell line genomic features, predict the synergy score measuring deviation from expected non-interaction effect. (1) Drug 1: CC12CCC(CC1=CCC3C2CCC4(C3CC=C4C5=CN=CC=C5)C)O. Drug 2: CC1C(C(CC(O1)OC2CC(CC3=C2C(=C4C(=C3O)C(=O)C5=CC=CC=C5C4=O)O)(C(=O)C)O)N)O. Cell line: HOP-62. Synergy scores: CSS=39.4, Synergy_ZIP=-0.308, Synergy_Bliss=-1.10, Synergy_Loewe=-17.3, Synergy_HSA=-1.47. (2) Drug 1: C1C(C(OC1N2C=NC(=NC2=O)N)CO)O. Drug 2: B(C(CC(C)C)NC(=O)C(CC1=CC=CC=C1)NC(=O)C2=NC=CN=C2)(O)O. Cell line: SNB-75. Synergy scores: CSS=16.2, Synergy_ZIP=-2.73, Synergy_Bliss=-2.42, Synergy_Loewe=-10.4, Synergy_HSA=-1.24. (3) Drug 1: C1=CC(=CC=C1CCCC(=O)O)N(CCCl)CCCl. Drug 2: CC1C(C(=O)NC(C(=O)N2CCCC2C(=O)N(CC(=O)N(C(C(=O)O1)C(C)C)C)C)C(C)C)NC(=O)C3=C4C(=C(C=C3)C)OC5=C(C(=O)C(=C(C5=N4)C(=O)NC6C(OC(=O)C(N(C(=O)CN(C(=O)C7CCCN7C(=O)C(NC6=O)C(C)C)C)C)C(C)C)C)N)C. Cell line: SK-MEL-5. Synergy scores: CSS=32.4, Synergy_ZIP=-2.04, Synergy_Bliss=2.74, Synergy_Loewe=2.81, Synergy_HSA=2.84. (4) Drug 1: C1=C(C(=O)NC(=O)N1)N(CCCl)CCCl. Drug 2: N.N.Cl[Pt+2]Cl. Cell line: TK-10. Synergy scores: CSS=4.33, Synergy_ZIP=-4.36, Synergy_Bliss=-3.32, Synergy_Loewe=-6.45, Synergy_HSA=-3.99.